This data is from Full USPTO retrosynthesis dataset with 1.9M reactions from patents (1976-2016). The task is: Predict the reactants needed to synthesize the given product. (1) Given the product [CH3:7][N:8]1[CH2:12][CH2:11][CH2:10][CH:9]1[CH2:13][CH2:14][N:15]1[C:23]2[C:18](=[CH:19][C:20]([CH2:24][NH2:25])=[CH:21][CH:22]=2)[CH:17]=[CH:16]1, predict the reactants needed to synthesize it. The reactants are: [H-].[Al+3].[Li+].[H-].[H-].[H-].[CH3:7][N:8]1[CH2:12][CH2:11][CH2:10][CH:9]1[CH2:13][CH2:14][N:15]1[C:23]2[C:18](=[CH:19][C:20]([C:24]#[N:25])=[CH:21][CH:22]=2)[CH:17]=[CH:16]1. (2) Given the product [CH3:28][C:27]1[S:29][C:17]([C:15]2[CH:14]=[CH:13][N:12]=[C:11]([NH2:10])[CH:16]=2)=[C:18]([C:20]2[CH:25]=[CH:24][CH:23]=[C:22]([CH3:26])[CH:21]=2)[N:30]=1, predict the reactants needed to synthesize it. The reactants are: BrBr.C(OC([NH:10][C:11]1[CH:16]=[C:15]([CH2:17][C:18]([C:20]2[CH:25]=[CH:24][CH:23]=[C:22]([CH3:26])[CH:21]=2)=O)[CH:14]=[CH:13][N:12]=1)=O)(C)(C)C.[C:27]([NH2:30])(=[S:29])[CH3:28].C(=O)([O-])O.[Na+].